This data is from Peptide-MHC class II binding affinity with 134,281 pairs from IEDB. The task is: Regression. Given a peptide amino acid sequence and an MHC pseudo amino acid sequence, predict their binding affinity value. This is MHC class II binding data. The MHC is DRB4_0101 with pseudo-sequence DRB4_0103. The peptide sequence is IKSDKPLKGPFNFRF. The binding affinity (normalized) is 0.187.